This data is from Forward reaction prediction with 1.9M reactions from USPTO patents (1976-2016). The task is: Predict the product of the given reaction. (1) The product is: [OH:20][C:18]1[CH:17]=[CH:16][C:14]2[N:15]=[C:10]([C:7]3[CH:8]=[CH:9][C:4]([C:1]([OH:3])=[O:2])=[CH:5][CH:6]=3)[N:11]=[N:12][C:13]=2[CH:19]=1. Given the reactants [C:1]([C:4]1[CH:9]=[CH:8][C:7]([C:10]2[N:11]=[N+:12]([O-])[C:13]3[CH:19]=[C:18]([OH:20])[CH:17]=[CH:16][C:14]=3[N:15]=2)=[CH:6][CH:5]=1)([OH:3])=[O:2].[O-]S(S([O-])=O)=O.[Na+].[Na+], predict the reaction product. (2) Given the reactants [CH2:1]([O:8][C@H:9]1[C@H:14]([O:15][CH2:16][C:17]2[CH:22]=[CH:21][CH:20]=[CH:19][CH:18]=2)[C@H:13]([O:23][CH2:24][C:25]2[CH:30]=[CH:29][CH:28]=[CH:27][CH:26]=2)[O:12][CH2:11][C@H:10]1[OH:31])[C:2]1[CH:7]=[CH:6][CH:5]=[CH:4][CH:3]=1.N1C=CC=CC=1.[F:38][C:39]([F:52])([F:51])[S:40](O[S:40]([C:39]([F:52])([F:51])[F:38])(=[O:42])=[O:41])(=[O:42])=[O:41].Cl.C([O-])([O-])=O.[K+].[K+], predict the reaction product. The product is: [F:38][C:39]([F:52])([F:51])[S:40]([O:31][C@@H:10]1[C@@H:9]([O:8][CH2:1][C:2]2[CH:7]=[CH:6][CH:5]=[CH:4][CH:3]=2)[C@H:14]([O:15][CH2:16][C:17]2[CH:22]=[CH:21][CH:20]=[CH:19][CH:18]=2)[C@H:13]([O:23][CH2:24][C:25]2[CH:26]=[CH:27][CH:28]=[CH:29][CH:30]=2)[O:12][CH2:11]1)(=[O:42])=[O:41]. (3) Given the reactants [C:1]([C:5]1[CH:10]=[CH:9][CH:8]=[CH:7][C:6]=1[N:11]1[CH2:16][CH2:15][N:14]([C:17]([C:19]2([C:22]([O:24]C)=[O:23])[CH2:21][CH2:20]2)=[O:18])[CH2:13][CH2:12]1)([CH3:4])([CH3:3])[CH3:2].[OH-].[Li+].Cl, predict the reaction product. The product is: [C:1]([C:5]1[CH:10]=[CH:9][CH:8]=[CH:7][C:6]=1[N:11]1[CH2:12][CH2:13][N:14]([C:17]([C:19]2([C:22]([OH:24])=[O:23])[CH2:21][CH2:20]2)=[O:18])[CH2:15][CH2:16]1)([CH3:4])([CH3:2])[CH3:3].